Task: Predict the product of the given reaction.. Dataset: Forward reaction prediction with 1.9M reactions from USPTO patents (1976-2016) (1) Given the reactants C([O:8][C@@H:9]([C:11]1[N:15]([CH2:16][CH2:17][CH3:18])[C:14](=[O:19])[N:13]([CH2:20][C:21]2[CH:26]=[CH:25][C:24]([CH3:27])=[CH:23][CH:22]=2)[N:12]=1)[CH3:10])C1C=CC=CC=1.C(O)(=O)C, predict the reaction product. The product is: [OH:8][C@@H:9]([C:11]1[N:15]([CH2:16][CH2:17][CH3:18])[C:14](=[O:19])[N:13]([CH2:20][C:21]2[CH:22]=[CH:23][C:24]([CH3:27])=[CH:25][CH:26]=2)[N:12]=1)[CH3:10]. (2) Given the reactants [F:1][C:2]([F:13])([F:12])[C:3]1[C:8]([C:9](O)=[O:10])=[CH:7][N:6]=[CH:5][CH:4]=1.S(Cl)([Cl:16])=O.CN(C)C=O, predict the reaction product. The product is: [F:1][C:2]([F:13])([F:12])[C:3]1[C:8]([C:9]([Cl:16])=[O:10])=[CH:7][N:6]=[CH:5][CH:4]=1. (3) Given the reactants C(OC(=O)[NH:10][C:11]12[CH2:20][CH:15]3[CH2:16][CH:17]([CH2:19][CH:13]([C:14]3=[S:21])[CH2:12]1)[CH2:18]2)C1C=CC=CC=1.Br, predict the reaction product. The product is: [NH2:10][C:11]12[CH2:20][CH:15]3[CH2:16][CH:17]([CH2:19][CH:13]([C:14]3=[S:21])[CH2:12]1)[CH2:18]2.